This data is from Full USPTO retrosynthesis dataset with 1.9M reactions from patents (1976-2016). The task is: Predict the reactants needed to synthesize the given product. Given the product [CH2:39]([C:41]1[N:42]=[CH:43][C:44]([NH:47][C:24]([N:13]2[C@@H:14]3[CH2:18][N:17]([CH2:16][CH2:15]3)[C:11]3[CH:10]=[CH:9][C:8]([C:5]4[CH:6]=[N:7][C:2]([CH3:1])=[CH:3][CH:4]=4)=[N:19][C:12]2=3)=[O:30])=[N:45][CH:46]=1)[CH3:40], predict the reactants needed to synthesize it. The reactants are: [CH3:1][C:2]1[N:7]=[CH:6][C:5]([C:8]2[CH:9]=[CH:10][C:11]3[N:17]4[CH2:18][C@H:14]([CH2:15][CH2:16]4)[NH:13][C:12]=3[N:19]=2)=[CH:4][CH:3]=1.ClC(Cl)(O[C:24](=[O:30])OC(Cl)(Cl)Cl)Cl.C(N(CC)CC)C.[CH2:39]([C:41]1[N:42]=[CH:43][C:44]([NH2:47])=[N:45][CH:46]=1)[CH3:40].